This data is from Full USPTO retrosynthesis dataset with 1.9M reactions from patents (1976-2016). The task is: Predict the reactants needed to synthesize the given product. (1) Given the product [CH3:1][O:2][C:3](=[O:39])[CH2:4][CH2:5][C:6]1[CH:11]=[CH:10][C:9]([N:12]([CH2:25][C:26]2[CH:31]=[CH:30][CH:29]=[C:28]([OH:32])[CH:27]=2)[S:13]([C:16]2[C:17]([CH3:24])=[CH:18][C:19]([CH3:23])=[CH:20][C:21]=2[CH3:22])(=[O:15])=[O:14])=[CH:8][CH:7]=1, predict the reactants needed to synthesize it. The reactants are: [CH3:1][O:2][C:3](=[O:39])[CH2:4][CH2:5][C:6]1[CH:11]=[CH:10][C:9]([N:12]([CH2:25][C:26]2[CH:31]=[CH:30][CH:29]=[C:28]([O:32]C3CCCCO3)[CH:27]=2)[S:13]([C:16]2[C:21]([CH3:22])=[CH:20][C:19]([CH3:23])=[CH:18][C:17]=2[CH3:24])(=[O:15])=[O:14])=[CH:8][CH:7]=1.Cl.C([SiH](CC)CC)C.C(=O)(O)[O-].[Na+]. (2) Given the product [CH:8]([C:9]1[CH:10]=[C:13]([C:14]([O:16][CH2:17][CH3:18])=[O:15])[NH:25][N:24]=1)([CH3:12])[CH3:7], predict the reactants needed to synthesize it. The reactants are: CC(C)([O-])C.[K+].[CH3:7][CH:8]([CH3:12])[C:9](=O)[CH3:10].[C:13](OCC)(=O)[C:14]([O:16][CH2:17][CH3:18])=[O:15].O.[NH2:24][NH2:25].